This data is from Reaction yield outcomes from USPTO patents with 853,638 reactions. The task is: Predict the reaction yield, written as a fraction of the theoretical maximum amount of product (1.0 means a 100% yield; for example, 0.34 means a 34% yield). (1) The reactants are [Cl:1][C:2]1[C:3]([C:33]2[C:41]3[C:36](=[CH:37][CH:38]=[CH:39][CH:40]=3)[N:35]([S:42]([C:45]3[CH:50]=[CH:49][CH:48]=[CH:47][CH:46]=3)(=[O:44])=[O:43])[CH:34]=2)=[N:4][C:5]([NH:8][C@@H:9]2[CH2:14][CH2:13][CH2:12][C@H:11]([NH:15][C:16](=[O:32])[C:17]3[CH:22]=[CH:21][C:20]([N+:23]([O-])=O)=[CH:19][C:18]=3[N:26]3[CH2:31][CH2:30][O:29][CH2:28][CH2:27]3)[CH2:10]2)=[N:6][CH:7]=1.CO.C1COCC1.[BH4-].[Na+].CCOC(C)=O. The catalyst is O. The product is [NH2:23][C:20]1[CH:21]=[CH:22][C:17]([C:16]([NH:15][C@H:11]2[CH2:12][CH2:13][CH2:14][C@@H:9]([NH:8][C:5]3[N:4]=[C:3]([C:33]4[C:41]5[C:36](=[CH:37][CH:38]=[CH:39][CH:40]=5)[N:35]([S:42]([C:45]5[CH:50]=[CH:49][CH:48]=[CH:47][CH:46]=5)(=[O:44])=[O:43])[CH:34]=4)[C:2]([Cl:1])=[CH:7][N:6]=3)[CH2:10]2)=[O:32])=[C:18]([N:26]2[CH2:31][CH2:30][O:29][CH2:28][CH2:27]2)[CH:19]=1. The yield is 0.360. (2) The reactants are [NH2:1][C:2]1[C:14]2[C:13]3[C:8](=[CH:9][CH:10]=[C:11]([Cl:15])[CH:12]=3)[NH:7][C:6]=2[CH:5]=[N:4][CH:3]=1.C1COCC1.[F:21][C:22]([F:33])([F:32])[C:23](O[C:23](=[O:24])[C:22]([F:33])([F:32])[F:21])=[O:24]. The catalyst is N1C=CC=CC=1. The product is [Cl:15][C:11]1[CH:12]=[C:13]2[C:8](=[CH:9][CH:10]=1)[NH:7][C:6]1[CH:5]=[N:4][CH:3]=[C:2]([NH:1][C:23](=[O:24])[C:22]([F:33])([F:32])[F:21])[C:14]2=1. The yield is 0.810.